This data is from Reaction yield outcomes from USPTO patents with 853,638 reactions. The task is: Predict the reaction yield, written as a fraction of the theoretical maximum amount of product (1.0 means a 100% yield; for example, 0.34 means a 34% yield). The reactants are [N:1]12[CH2:8][CH2:7][CH:4]([CH2:5][CH2:6]1)[CH:3]([O:9][C:10](=[O:23])[NH:11][C:12]([C:15]1[CH:20]=[CH:19][C:18]([F:21])=[C:17](Br)[CH:16]=1)([CH3:14])[CH3:13])[CH2:2]2. The catalyst is C([O-])(=O)C.[Pd+2].C([O-])(=O)C. The product is [N:1]12[CH2:8][CH2:7][CH:4]([CH2:5][CH2:6]1)[CH:3]([O:9][C:10](=[O:23])[NH:11][C:12]([C:15]1[CH:16]=[C:17]([C:15]3[CH:20]=[CH:19][C:18]([F:21])=[CH:17][CH:16]=3)[C:18]([F:21])=[CH:19][CH:20]=1)([CH3:14])[CH3:13])[CH2:2]2. The yield is 0.560.